From a dataset of Full USPTO retrosynthesis dataset with 1.9M reactions from patents (1976-2016). Predict the reactants needed to synthesize the given product. (1) Given the product [OH:39][C:40]1[CH:41]=[C:42]([NH:55][S:56]([C:59]2[CH:64]=[CH:63][C:62]([O:65][CH3:66])=[CH:61][CH:60]=2)(=[O:58])=[O:57])[CH:43]=[C:44]([C:2]2[C:10]3[C:9]([NH:11][C@H:12]([C:14]4[N:19]([C:20]5[CH:25]=[CH:24][CH:23]=[CH:22][CH:21]=5)[C:18](=[O:26])[C:17]5=[C:27]([CH3:30])[CH:28]=[CH:29][N:16]5[N:15]=4)[CH3:13])=[N:8][CH:7]=[N:6][C:5]=3[NH:4][CH:3]=2)[CH:45]=1, predict the reactants needed to synthesize it. The reactants are: Br[C:2]1[C:10]2[C:9]([NH:11][C@H:12]([C:14]3[N:19]([C:20]4[CH:25]=[CH:24][CH:23]=[CH:22][CH:21]=4)[C:18](=[O:26])[C:17]4=[C:27]([CH3:30])[CH:28]=[CH:29][N:16]4[N:15]=3)[CH3:13])=[N:8][CH:7]=[N:6][C:5]=2[N:4](COCC[Si](C)(C)C)[CH:3]=1.[OH:39][C:40]1[CH:41]=[C:42]([NH:55][S:56]([C:59]2[CH:64]=[CH:63][C:62]([O:65][CH3:66])=[CH:61][CH:60]=2)(=[O:58])=[O:57])[CH:43]=[C:44](B2OC(C)(C)C(C)(C)O2)[CH:45]=1.C(=O)([O-])[O-].[Na+].[Na+]. (2) Given the product [Br:13][C:9]1[CH:8]=[C:7]([CH:12]=[CH:11][CH:10]=1)[CH2:6][NH:14][CH2:15][CH2:16][OH:17], predict the reactants needed to synthesize it. The reactants are: CS(O[CH2:6][C:7]1[CH:12]=[CH:11][CH:10]=[C:9]([Br:13])[CH:8]=1)(=O)=O.[NH2:14][CH2:15][CH2:16][OH:17]. (3) The reactants are: [CH:1]1([C:5]2[N:10]=[C:9]([CH:11](OC)[O:12]C)[CH:8]=[CH:7][N:6]=2)[CH2:4][CH2:3][CH2:2]1.C(=O)(O)[O-].[Na+]. Given the product [CH:1]1([C:5]2[N:10]=[C:9]([CH:11]=[O:12])[CH:8]=[CH:7][N:6]=2)[CH2:2][CH2:3][CH2:4]1, predict the reactants needed to synthesize it. (4) The reactants are: [Br:1][C:2]1[C:3]([CH2:9][N:10]2[C@@H:14]([CH3:15])[C@@H:13]([C:16]3[CH:21]=[C:20]([C:22]([F:25])([F:24])[F:23])[CH:19]=[C:18]([F:26])[CH:17]=3)[O:12][C:11]2=[O:27])=[N:4][C:5](Cl)=[CH:6][CH:7]=1.Cl.[F:29][C:30]1([F:34])[CH2:33][NH:32][CH2:31]1.C(N(CC)CC)C. Given the product [Br:1][C:2]1[C:3]([CH2:9][N:10]2[C@@H:14]([CH3:15])[C@@H:13]([C:16]3[CH:21]=[C:20]([C:22]([F:25])([F:24])[F:23])[CH:19]=[C:18]([F:26])[CH:17]=3)[O:12][C:11]2=[O:27])=[N:4][C:5]([N:32]2[CH2:33][C:30]([F:34])([F:29])[CH2:31]2)=[CH:6][CH:7]=1, predict the reactants needed to synthesize it. (5) Given the product [CH3:28][C:27]1[C:19]([CH2:20][CH2:21][C:22]([O:24][CH2:25][CH3:26])=[O:23])=[C:16]([CH3:17])[C:15]2[C:14]3[C:9](=[CH:10][CH:11]=[CH:12][CH:13]=3)[NH:8][C:7]=2[N:6]=1, predict the reactants needed to synthesize it. The reactants are: C(O)(C)C.Cl.[NH:6]=[C:7]1[CH2:15][C:14]2[C:9](=[CH:10][CH:11]=[CH:12][CH:13]=2)[NH:8]1.[C:16]([CH:19]([C:27](=O)[CH3:28])[CH2:20][CH2:21][C:22]([O:24][CH2:25][CH3:26])=[O:23])(=O)[CH3:17]. (6) Given the product [Cl:1][C:2]1[CH:3]=[C:4]2[C:5](=[CH:21][CH:22]=1)[N:6]=[C:7]([C:11]1[CH:16]=[CH:15][CH:14]=[CH:13][C:12]=1[OH:17])[N:32]([CH2:31][CH2:30][C:26]1[CH:27]=[CH:28][CH:29]=[C:24]([F:23])[CH:25]=1)[C:9]2=[O:10], predict the reactants needed to synthesize it. The reactants are: [Cl:1][C:2]1[CH:22]=[CH:21][C:5]2[N:6]=[C:7]([C:11]3[CH:16]=[CH:15][CH:14]=[CH:13][C:12]=3[O:17]C(=O)C)O[C:9](=[O:10])[C:4]=2[CH:3]=1.[F:23][C:24]1[CH:25]=[C:26]([CH2:30][CH2:31][NH2:32])[CH:27]=[CH:28][CH:29]=1. (7) Given the product [Br:1][C:2]1[CH:3]=[C:4]2[C:5](=[CH:6][CH:7]=1)[C:11](=[O:12])[NH:10][CH:9]=[CH:8]2, predict the reactants needed to synthesize it. The reactants are: [Br:1][C:2]1[CH:7]=[CH:6][CH:5]=[C:4](/[CH:8]=[CH:9]/[N:10]=[C:11]=[O:12])[CH:3]=1.C(N(CCCC)CCCC)CCC.O(C1C=CC=CC=1)C1C=CC=CC=1. (8) Given the product [C:30]([N:25]1[CH2:26][CH2:27][CH2:28][CH:23]([C:14]2[C:15]3[C:16](=[N:17][CH:18]=[C:19]([CH3:21])[CH:20]=3)[NH:22][C:13]=2[C:10]2[CH:9]=[CH:8][C:7]([O:6][CH2:5][CH2:4][CH2:3][N:2]([CH3:1])[CH3:29])=[CH:12][CH:11]=2)[CH2:24]1)(=[O:32])[CH3:31], predict the reactants needed to synthesize it. The reactants are: [CH3:1][N:2]([CH3:29])[CH2:3][CH2:4][CH2:5][O:6][C:7]1[CH:12]=[CH:11][C:10]([C:13]2[NH:22][C:16]3=[N:17][CH:18]=[C:19]([CH3:21])[CH:20]=[C:15]3[C:14]=2[CH:23]2[CH2:28][CH2:27][CH2:26][NH:25][CH2:24]2)=[CH:9][CH:8]=1.[C:30](OC(=O)C)(=[O:32])[CH3:31]. (9) The reactants are: [C:1]([O:5][C:6]([N:8]1[CH2:16][CH2:15][CH:11]([C:12](O)=[O:13])[CH2:10][CH2:9]1)=[O:7])([CH3:4])([CH3:3])[CH3:2].C[CH2:18][N:19](CC)CC.C(OC(Cl)=O)C(C)C.CN. Given the product [C:1]([O:5][C:6]([N:8]1[CH2:16][CH2:15][CH:11]([C:12](=[O:13])[NH:19][CH3:18])[CH2:10][CH2:9]1)=[O:7])([CH3:4])([CH3:3])[CH3:2], predict the reactants needed to synthesize it.